This data is from Forward reaction prediction with 1.9M reactions from USPTO patents (1976-2016). The task is: Predict the product of the given reaction. (1) Given the reactants [Br:1][C:2]1[CH:9]=[C:8](F)[CH:7]=[CH:6][C:3]=1[C:4]#[N:5].[NH:11]1[CH2:15][CH2:14][CH2:13][CH2:12]1.C([O-])(O)=O.[Na+].O, predict the reaction product. The product is: [Br:1][C:2]1[CH:9]=[C:8]([N:11]2[CH2:15][CH2:14][CH2:13][CH2:12]2)[CH:7]=[CH:6][C:3]=1[C:4]#[N:5]. (2) Given the reactants Cl.[NH:2]1[CH2:5][CH:4]([CH2:6][S:7]([C:10]2[CH:17]=[CH:16][C:13]([C:14]#[N:15])=[CH:12][CH:11]=2)(=[O:9])=[O:8])[CH2:3]1.Br[CH2:19][C:20]([C:22]1[CH:27]=[CH:26][C:25]([F:28])=[CH:24][CH:23]=1)=[O:21], predict the reaction product. The product is: [F:28][C:25]1[CH:26]=[CH:27][C:22]([C:20](=[O:21])[CH2:19][N:2]2[CH2:5][CH:4]([CH2:6][S:7]([C:10]3[CH:17]=[CH:16][C:13]([C:14]#[N:15])=[CH:12][CH:11]=3)(=[O:9])=[O:8])[CH2:3]2)=[CH:23][CH:24]=1.